This data is from Catalyst prediction with 721,799 reactions and 888 catalyst types from USPTO. The task is: Predict which catalyst facilitates the given reaction. (1) Product: [CH2:11]([N:18]1[CH2:23][CH2:22][N:21]([C:2]2[CH:7]=[CH:6][N:5]=[C:4]3[NH:8][CH:9]=[CH:10][C:3]=23)[CH2:20][CH2:19]1)[C:12]1[CH:13]=[CH:14][CH:15]=[CH:16][CH:17]=1. Reactant: Cl[C:2]1[CH:7]=[CH:6][N:5]=[C:4]2[NH:8][CH:9]=[CH:10][C:3]=12.[CH2:11]([N:18]1[CH2:23][CH2:22][NH:21][CH2:20][CH2:19]1)[C:12]1[CH:17]=[CH:16][CH:15]=[CH:14][CH:13]=1. The catalyst class is: 74. (2) Reactant: [CH2:1]([O:3][C:4](=[O:13])[C:5]1[CH:10]=[C:9]([Br:11])[C:8](Br)=[N:7][CH:6]=1)[CH3:2].[CH2:14](B(O)O)[CH3:15].C(=O)([O-])[O-].[K+].[K+]. Product: [Br:11][C:9]1[C:8]([CH2:14][CH3:15])=[N:7][CH:6]=[C:5]([CH:10]=1)[C:4]([O:3][CH2:1][CH3:2])=[O:13]. The catalyst class is: 77. (3) Reactant: [CH3:1][O:2][C:3]1[C:8]([C:9]2[CH:14]=[CH:13][C:12]([O:15][C:16]3[CH:21]=[CH:20][N:19]=[C:18]([C:22]4[CH:23]=[N:24][N:25]([CH3:27])[CH:26]=4)[CH:17]=3)=[C:11]([CH3:28])[N:10]=2)=[CH:7][N:6]=[C:5](SC)[N:4]=1.C1C=C(Cl)C=C(C(OO)=O)C=1.[CH:42]([NH2:45])([CH3:44])[CH3:43]. Product: [CH:42]([NH:45][C:5]1[N:4]=[C:3]([O:2][CH3:1])[C:8]([C:9]2[CH:14]=[CH:13][C:12]([O:15][C:16]3[CH:21]=[CH:20][N:19]=[C:18]([C:22]4[CH:23]=[N:24][N:25]([CH3:27])[CH:26]=4)[CH:17]=3)=[C:11]([CH3:28])[N:10]=2)=[CH:7][N:6]=1)([CH3:44])[CH3:43]. The catalyst class is: 2. (4) Reactant: [O:1]=[C:2]1[CH2:6][O:5][C:4]([N:7]2[CH2:11][CH2:10][CH2:9][CH2:8]2)=[C:3]1[C:12]([O:14][CH2:15][CH3:16])=[O:13].[NH:17]1[C:25]2[C:20](=[CH:21][CH:22]=[CH:23][N:24]=2)[C:19]([CH:26]=O)=[CH:18]1.[ClH:28]. Product: [ClH:28].[NH:17]1[C:25]2=[N:24][CH:23]=[CH:22][CH:21]=[C:20]2[C:19]([CH:26]=[C:6]2[O:5][C:4]([N:7]3[CH2:11][CH2:10][CH2:9][CH2:8]3)=[C:3]([C:12]([O:14][CH2:15][CH3:16])=[O:13])[C:2]2=[O:1])=[CH:18]1. The catalyst class is: 8. (5) Reactant: [F:1][C:2]1[CH:33]=[CH:32][C:5]([CH2:6][C:7]2[CH:8]=[C:9]([CH:27]=[CH:28][C:29]=2[O:30]C)[CH2:10][C:11]2[C:16]([CH3:17])=[CH:15][C:14]([NH:18][C:19](=[O:25])[C:20]([O:22]CC)=[O:21])=[CH:13][C:12]=2[CH3:26])=[CH:4][CH:3]=1.B(Br)(Br)Br. Product: [F:1][C:2]1[CH:3]=[CH:4][C:5]([CH2:6][C:7]2[CH:8]=[C:9]([CH:27]=[CH:28][C:29]=2[OH:30])[CH2:10][C:11]2[C:16]([CH3:17])=[CH:15][C:14]([NH:18][C:19](=[O:25])[C:20]([OH:22])=[O:21])=[CH:13][C:12]=2[CH3:26])=[CH:32][CH:33]=1. The catalyst class is: 4. (6) Reactant: C[O:2][C:3](=O)[CH2:4][O:5][C:6]1[C:11]([N+:12]([O-])=O)=[CH:10][C:9]([F:15])=[CH:8][N:7]=1.[Sn](Cl)(Cl)(Cl)Cl.[OH-].[Na+]. Product: [F:15][C:9]1[CH:8]=[N:7][C:6]2[O:5][CH2:4][C:3](=[O:2])[NH:12][C:11]=2[CH:10]=1. The catalyst class is: 33. (7) Reactant: [CH3:1][C:2]1[NH:3][C:4]([CH3:24])=[C:5]([C:20]([O:22][CH3:23])=[O:21])[CH:6]([C:11]2[CH:16]=[CH:15][CH:14]=[C:13]([N+:17]([O-:19])=[O:18])[CH:12]=2)[C:7]=1[C:8](O)=[O:9].CN(C=O)C.S(Cl)([Cl:32])=O. Product: [CH3:1][C:2]1[NH:3][C:4]([CH3:24])=[C:5]([C:20]([O:22][CH3:23])=[O:21])[CH:6]([C:11]2[CH:16]=[CH:15][CH:14]=[C:13]([N+:17]([O-:19])=[O:18])[CH:12]=2)[C:7]=1[C:8]([Cl:32])=[O:9]. The catalyst class is: 2. (8) Reactant: [CH3:1][O:2][C:3]1[CH:4]=[C:5]([C@@H:11]([N:16]2[CH2:24][C:23]3[C:18](=[CH:19][CH:20]=[CH:21][CH:22]=3)[C:17]2=[O:25])[CH2:12][C:13](O)=[O:14])[CH:6]=[CH:7][C:8]=1[O:9][CH3:10].C1COCC1.C1N=C[N:33](C(N2C=NC=C2)=O)C=1.N. Product: [CH3:1][O:2][C:3]1[CH:4]=[C:5]([C@H:11]([N:16]2[CH2:24][C:23]3[C:18](=[CH:19][CH:20]=[CH:21][CH:22]=3)[C:17]2=[O:25])[CH2:12][C:13]([NH2:33])=[O:14])[CH:6]=[CH:7][C:8]=1[O:9][CH3:10]. The catalyst class is: 6. (9) Product: [CH3:17][O:8][C:7]([C:5]1[S:6][C:2]([Br:1])=[CH:3][CH:4]=1)=[O:9]. Reactant: [Br:1][C:2]1[S:6][C:5]([C:7]([OH:9])=[O:8])=[CH:4][CH:3]=1.S(=O)(=O)(O)O.[OH-].[Na+].[CH3:17]O. The catalyst class is: 161. (10) Reactant: [F:1][C:2]([F:26])([F:25])[C:3]([N:5]1[CH2:14][CH:13]([C:15]2[CH:20]=[CH:19][C:18]([O:21]C)=[CH:17][CH:16]=2)[C:12]2[C:7](=[CH:8][C:9]([O:23]C)=[CH:10][CH:11]=2)[CH2:6]1)=[O:4].B(Br)(Br)Br. Product: [F:26][C:2]([F:1])([F:25])[C:3]([N:5]1[CH2:14][CH:13]([C:15]2[CH:20]=[CH:19][C:18]([OH:21])=[CH:17][CH:16]=2)[C:12]2[C:7](=[CH:8][C:9]([OH:23])=[CH:10][CH:11]=2)[CH2:6]1)=[O:4]. The catalyst class is: 2.